From a dataset of Experimentally validated miRNA-target interactions with 360,000+ pairs, plus equal number of negative samples. Binary Classification. Given a miRNA mature sequence and a target amino acid sequence, predict their likelihood of interaction. (1) The miRNA is hsa-miR-27a-3p with sequence UUCACAGUGGCUAAGUUCCGC. The protein sequence of the target gene is MSDIGDWFRSIPAITRYWFAATVAVPLVGKLGLISPAYLFLWPEAFLYRFQIWRPITATFYFPVGPGTGFLYLVNLYFLYQYSTRLETGAFDGRPADYLFMLLFNWICIVITGLAMDMQLLMIPLIMSVLYVWAQLNRDMIVSFWFGTRFKACYLPWVILGFNYIIGGSVINELIGNLVGHLYFFLMFRYPMDLGGRNFLSTPQFLYRWLPSRRGGVSGFGVPPASMRRAADQNGGGGRHNWGQGFRLGDQ. Result: 1 (interaction). (2) The miRNA is mmu-miR-1928 with sequence AGCUACAUUGCCAGCUC. The protein sequence of the target gene is MPEQLSVAEFLAVTAEDLSSPAGAAAFAAKMPRCRGAALAREEALEGDQAILQRIKKAVRAIHSSGLGHVETEEHYREAVEALGNSHLSQNSHELSTGFLNLAVFTREVAALFKNLVQNLNNIVSFPLDSLMKGHLRDGRHDSKKHLEKAWKDYESKVAKLEKERDRARFPGGSHGVMSQDTQRERRVFQLHMCEYLVKAGESQVKQGPDFLQSLIKFFHAQHNFFQDGWKAAQSLSPFIDKLAASVHGLRQAQEEELHKLTQLRDSLRGMLHLESREDHPNRKNSGGGYSIHQHQGNKQ.... Result: 0 (no interaction). (3) Result: 0 (no interaction). The miRNA is cel-miR-358-3p with sequence AUUGGUAUCCCUGUCAAGGUCU. The protein sequence of the target gene is MSTSRKLKSHGMRRSKSRSPHKGVKRGGSKRKYRKGNLKSRKRGDDANRNYRSHL. (4) The miRNA is hsa-miR-6888-3p with sequence AUCUGUCUCGAUUGUUUCCAG. The protein sequence of the target gene is MATVFCKVGGGEEAVPKKEALNVINVIDQLPKPCPNPKFINRSMATKGLLLPSRRSLASFSEEENTDVMMHMPVEDSEYSSDDTSMSPIPSTLMNPIKMAVTQPNSSFFAGILEGELNKLSLASVVKNTEKDNLAICPRSSKSQIATRGLLDLDNPALDTDTSSTRSESSVVLDVPEVPFICEHTVGDSTAVISWTYAAGKQQVSFYQVLLQEATKPADKDTPKIKTRPWIFNKILGTTVKLMELKSNTSYCLTVRAANTAGVGKWCKPYKFATVSTDFNSFPETNPIQVTVQRKQPHRR.... Result: 0 (no interaction).